From a dataset of Forward reaction prediction with 1.9M reactions from USPTO patents (1976-2016). Predict the product of the given reaction. (1) Given the reactants FC(F)(F)C(O)=O.C(OC([N:15]1[CH2:20][C:19](=[O:21])[N:18]([C:22]2[CH:27]=[CH:26][CH:25]=[CH:24][C:23]=2[CH3:28])[CH2:17][C:16]1([CH3:30])[CH3:29])=O)(C)(C)C, predict the reaction product. The product is: [CH3:29][C:16]1([CH3:30])[CH2:17][N:18]([C:22]2[CH:27]=[CH:26][CH:25]=[CH:24][C:23]=2[CH3:28])[C:19](=[O:21])[CH2:20][NH:15]1. (2) Given the reactants [H-].[Na+].[C:3]([C:5]1[CH:10]=[CH:9][CH:8]=[CH:7][C:6]=1[OH:11])#[N:4].[Cl:12][C:13]1[CH:29]=[C:28]([Cl:30])[CH:27]=[CH:26][C:14]=1[CH2:15][NH:16][C:17](=[O:25])[C:18]1[CH:23]=[CH:22][N:21]=[C:20](F)[CH:19]=1, predict the reaction product. The product is: [C:3]([C:5]1[CH:10]=[CH:9][CH:8]=[CH:7][C:6]=1[O:11][C:20]1[CH:19]=[C:18]([CH:23]=[CH:22][N:21]=1)[C:17]([NH:16][CH2:15][C:14]1[CH:26]=[CH:27][C:28]([Cl:30])=[CH:29][C:13]=1[Cl:12])=[O:25])#[N:4]. (3) The product is: [C:31]([O:30][C:28]([N:8]([C:6]([O:5][C:1]([CH3:4])([CH3:3])[CH3:2])=[O:7])[C@H:9]([CH2:10][CH2:11][C@@H:12]([C:17]1[CH:22]=[CH:21][CH:20]=[C:19]([F:23])[C:18]=1[F:24])[CH:13]([N+:14]([O-:16])=[O:15])[CH2:43][OH:44])[C:25]([O:27][CH2:12][C:17]1[CH:22]=[CH:21][CH:20]=[CH:19][CH:18]=1)=[O:26])=[O:29])([CH3:34])([CH3:33])[CH3:32]. Given the reactants [C:1]([O:5][C:6]([N:8]([C:28]([O:30][C:31]([CH3:34])([CH3:33])[CH3:32])=[O:29])[C@@H:9]([C:25]([O-:27])=[O:26])[CH2:10][CH2:11][C@@H:12]([C:17]1[CH:22]=[CH:21][CH:20]=[C:19]([F:23])[C:18]=1[F:24])[CH2:13][N+:14]([O-:16])=[O:15])=[O:7])([CH3:4])([CH3:3])[CH3:2].CN(C)C(N(C)C)=N.[CH2:43]=[O:44], predict the reaction product. (4) Given the reactants COC1C=C(C=CC=1)C=O.[Cl:11][C:12]1[C:21]2[C:16](=[CH:17][C:18]([O:23][CH3:24])=[C:19](C)[CH:20]=2)[CH:15]=[CH:14][N:13]=1, predict the reaction product. The product is: [Cl:11][C:12]1[C:21]2[C:16](=[CH:17][C:18]([O:23][CH3:24])=[CH:19][CH:20]=2)[CH:15]=[CH:14][N:13]=1.[Cl:11][C:12]1[C:21]2[C:16](=[CH:17][C:18]([OH:23])=[CH:19][CH:20]=2)[CH:15]=[CH:14][N:13]=1. (5) Given the reactants ClC1C=C2C(=CC=1)[N:7](S(C1C=CC=CC=1)(=O)=O)C(C(OCC)=O)=C2S(Cl)(=O)=O.[I:29][C:30]1[CH:31]=[C:32]2[C:36](=[CH:37][CH:38]=1)[N:35](S(C1C=CC=CC=1)(=O)=O)[C:34]([C:48]([O:50]CC)=O)=[C:33]2[S:53](Cl)(=[O:55])=[O:54].Cl.CN.Cl.[NH2:61][CH2:62][CH2:63][S:64]([NH2:67])(=[O:66])=[O:65], predict the reaction product. The product is: [I:29][C:30]1[CH:31]=[C:32]2[C:36](=[CH:37][CH:38]=1)[NH:35][C:34]([C:48]([NH2:7])=[O:50])=[C:33]2[S:53]([NH:61][CH2:62][CH2:63][S:64]([NH2:67])(=[O:66])=[O:65])(=[O:54])=[O:55]. (6) Given the reactants [Br:1][C:2]1[CH:3]=[C:4]([CH:8]=[C:9]([I:11])[CH:10]=1)[C:5]([OH:7])=[O:6].O=S(Cl)Cl.[CH3:16]O, predict the reaction product. The product is: [CH3:16][O:6][C:5](=[O:7])[C:4]1[CH:8]=[C:9]([I:11])[CH:10]=[C:2]([Br:1])[CH:3]=1.